Dataset: Forward reaction prediction with 1.9M reactions from USPTO patents (1976-2016). Task: Predict the product of the given reaction. (1) Given the reactants C1C=C(Cl)C=C(C(OO)=[O:9])C=1.[CH:12]1([NH:15][C:16]([C:18]2[CH:19]=[C:20]([F:39])[C:21]([CH3:38])=[C:22]([C:24]3[N:29]=[CH:28][C:27]([C:30]([NH:32][CH:33]([CH2:36][CH3:37])[CH2:34][CH3:35])=[O:31])=[CH:26][CH:25]=3)[CH:23]=2)=[O:17])[CH2:14][CH2:13]1, predict the reaction product. The product is: [CH:12]1([NH:15][C:16]([C:18]2[CH:19]=[C:20]([F:39])[C:21]([CH3:38])=[C:22]([C:24]3[N+:29]([O-:9])=[CH:28][C:27]([C:30]([NH:32][CH:33]([CH2:34][CH3:35])[CH2:36][CH3:37])=[O:31])=[CH:26][CH:25]=3)[CH:23]=2)=[O:17])[CH2:14][CH2:13]1. (2) Given the reactants ON1C2C=CC=CC=2N=N1.Cl.C(N=C=NCCCN(C)C)C.[N+:23]([C:26]1[N:27]=[C:28]2[N:33]([CH:34]=1)[CH2:32][CH2:31][C@H:30]([CH2:35][O:36][C:37]1[CH:42]=[CH:41][C:40]([N:43]3[CH2:48][CH2:47][NH:46][CH2:45][CH2:44]3)=[CH:39][CH:38]=1)[O:29]2)([O-:25])=[O:24].[F:49][C:50]([F:62])([F:61])[C:51]1[CH:52]=[C:53]([OH:60])[C:54](=[CH:58][CH:59]=1)[C:55](O)=[O:56], predict the reaction product. The product is: [OH:60][C:53]1[CH:52]=[C:51]([C:50]([F:49])([F:61])[F:62])[CH:59]=[CH:58][C:54]=1[C:55]([N:46]1[CH2:47][CH2:48][N:43]([C:40]2[CH:41]=[CH:42][C:37]([O:36][CH2:35][C@@H:30]3[O:29][C:28]4=[N:27][C:26]([N+:23]([O-:25])=[O:24])=[CH:34][N:33]4[CH2:32][CH2:31]3)=[CH:38][CH:39]=2)[CH2:44][CH2:45]1)=[O:56]. (3) Given the reactants [OH:1][C:2]1[CH:3]=[C:4]([C:8]2[N:16]=[C:15]([N:17]3[CH2:22][CH2:21][O:20][CH2:19][CH2:18]3)[N:14]=[C:13]3[C:9]=2[N:10]=[CH:11][N:12]3[CH2:23][C:24]([N:26]2[CH2:30][CH2:29][CH2:28][CH2:27]2)=O)[CH:5]=[CH:6][CH:7]=1, predict the reaction product. The product is: [O:20]1[CH2:19][CH2:18][N:17]([C:15]2[N:14]=[C:13]3[C:9]([N:10]=[CH:11][N:12]3[CH2:23][CH2:24][N:26]3[CH2:27][CH2:28][CH2:29][CH2:30]3)=[C:8]([C:4]3[CH:3]=[C:2]([OH:1])[CH:7]=[CH:6][CH:5]=3)[N:16]=2)[CH2:22][CH2:21]1. (4) Given the reactants [CH3:1][S:2]([N:5]1[CH2:10][CH2:9][C:8](=O)[CH2:7][CH2:6]1)(=[O:4])=[O:3].[CH3:12][O:13][CH2:14][CH2:15][NH2:16].C(O)(=O)C.C(O[BH-](OC(=O)C)OC(=O)C)(=O)C.[Na+], predict the reaction product. The product is: [CH3:1][S:2]([N:5]1[CH2:10][CH2:9][CH:8]([NH:16][CH2:15][CH2:14][O:13][CH3:12])[CH2:7][CH2:6]1)(=[O:4])=[O:3]. (5) Given the reactants [CH2:1]([C:5]1[N:10]=[C:9]([CH3:11])[N:8]([CH2:12][C:13](=O)[C:14]([CH3:17])([CH3:16])[CH3:15])[C:7](=[O:19])[C:6]=1[CH2:20][C:21]1[CH:26]=[CH:25][C:24]([C:27]2[CH:32]=[CH:31][CH:30]=[CH:29][C:28]=2[C:33]2[NH:37][C:36](=[O:38])[O:35][N:34]=2)=[CH:23][C:22]=1[F:39])[CH2:2][CH2:3][CH3:4].Cl.[NH2:41][O:42][CH:43]([CH3:45])[CH3:44].N1C=CC=CC=1, predict the reaction product. The product is: [CH2:1]([C:5]1[N:10]=[C:9]([CH3:11])[N:8]([CH2:12]/[C:13](=[N:41]\[O:42][CH:43]([CH3:45])[CH3:44])/[C:14]([CH3:15])([CH3:16])[CH3:17])[C:7](=[O:19])[C:6]=1[CH2:20][C:21]1[CH:26]=[CH:25][C:24]([C:27]2[CH:32]=[CH:31][CH:30]=[CH:29][C:28]=2[C:33]2[NH:37][C:36](=[O:38])[O:35][N:34]=2)=[CH:23][C:22]=1[F:39])[CH2:2][CH2:3][CH3:4]. (6) Given the reactants [C:1]([N:8]1[CH:12]=[CH:11]N=C1)([N:3]1[CH:7]=[CH:6][N:5]=[CH:4]1)=[O:2].[CH:13]1[CH:18]=[CH:17][C:16](CCN)=[CH:15][CH:14]=1.O, predict the reaction product. The product is: [CH2:12]([NH:8][C:1]([N:3]1[CH:7]=[CH:6][N:5]=[CH:4]1)=[O:2])[CH2:11][C:13]1[CH:18]=[CH:17][CH:16]=[CH:15][CH:14]=1. (7) Given the reactants [CH3:1][C:2]1[C:10]2[CH2:9][O:8][C:7](=[O:11])[C:6]=2[CH:5]=[CH:4][C:3]=1CC=C.C[N+]1([O-])CC[O:19]CC1.[CH3:23][C:24]([CH3:26])=[O:25], predict the reaction product. The product is: [OH:25][CH:24]([CH2:26][OH:19])[CH2:23][C:3]1[C:2]([CH3:1])=[C:10]2[C:6](=[CH:5][CH:4]=1)[C:7](=[O:11])[O:8][CH2:9]2. (8) Given the reactants [CH3:1][C:2]1[N:3]=[C:4]([C:13]2[N:17](C3CCCCO3)[N:16]=[CH:15][CH:14]=2)[C:5]2[CH2:11][CH:10]([CH3:12])[NH:9][CH2:8][C:6]=2[N:7]=1.[F:24][C:25]1[C:33]([C:34]([F:37])([F:36])[F:35])=[CH:32][CH:31]=[CH:30][C:26]=1[C:27](Cl)=[O:28].CCN(C(C)C)C(C)C.C(O)(C(F)(F)F)=O.C([SiH](CC)CC)C, predict the reaction product. The product is: [CH3:1][C:2]1[N:3]=[C:4]([C:13]2[NH:17][N:16]=[CH:15][CH:14]=2)[C:5]2[CH2:11][CH:10]([CH3:12])[N:9]([C:27]([C:26]3[CH:30]=[CH:31][CH:32]=[C:33]([C:34]([F:35])([F:36])[F:37])[C:25]=3[F:24])=[O:28])[CH2:8][C:6]=2[N:7]=1.